From a dataset of Full USPTO retrosynthesis dataset with 1.9M reactions from patents (1976-2016). Predict the reactants needed to synthesize the given product. (1) Given the product [F:1][C:2]1[CH:9]=[C:8]([OH:10])[CH:7]=[CH:6][C:3]=1[C:4]([OH:14])=[O:11], predict the reactants needed to synthesize it. The reactants are: [F:1][C:2]1[CH:9]=[C:8]([OH:10])[CH:7]=[CH:6][C:3]=1[C:4]#N.[OH-:11].[Na+].Cl.[OH2:14]. (2) Given the product [F:1][C:2]1[CH:3]=[C:4]([NH:8][C:9]2[N:14]=[C:13]([NH:15][CH2:16][CH2:17][CH3:18])[C:12]([C:21]#[C:20][C@@H:22]3[CH2:27][CH2:26][CH2:25][C@H:24]([NH:28][C:29](=[O:35])[O:30][C:31]([CH3:33])([CH3:32])[CH3:34])[CH2:23]3)=[CH:11][N:10]=2)[CH:5]=[CH:6][CH:7]=1, predict the reactants needed to synthesize it. The reactants are: [F:1][C:2]1[CH:3]=[C:4]([NH:8][C:9]2[N:14]=[C:13]([NH:15][CH2:16][CH2:17][CH3:18])[C:12](I)=[CH:11][N:10]=2)[CH:5]=[CH:6][CH:7]=1.[C:20]([C@@H:22]1[CH2:27][CH2:26][CH2:25][C@H:24]([NH:28][C:29](=[O:35])[O:30][C:31]([CH3:34])([CH3:33])[CH3:32])[CH2:23]1)#[CH:21].O.C(OCC)(=O)C.